From a dataset of Peptide-MHC class II binding affinity with 134,281 pairs from IEDB. Regression. Given a peptide amino acid sequence and an MHC pseudo amino acid sequence, predict their binding affinity value. This is MHC class II binding data. The peptide sequence is DKSKPKVYQWFDL. The MHC is DRB1_0401 with pseudo-sequence DRB1_0401. The binding affinity (normalized) is 0.